Task: Predict the reaction yield, written as a fraction of the theoretical maximum amount of product (1.0 means a 100% yield; for example, 0.34 means a 34% yield).. Dataset: Reaction yield outcomes from USPTO patents with 853,638 reactions (1) The reactants are Br[C:2]1[C:10]2[C:5](=[CH:6][CH:7]=[CH:8][CH:9]=2)[NH:4][N:3]=1.[CH3:11][O:12][C:13]1[CH:18]=[CH:17][C:16](B(O)O)=[CH:15][CH:14]=1. The catalyst is COCCOC.C(=O)([O-])[O-].[Na+].[Na+].C1C=CC([P]([Pd]([P](C2C=CC=CC=2)(C2C=CC=CC=2)C2C=CC=CC=2)([P](C2C=CC=CC=2)(C2C=CC=CC=2)C2C=CC=CC=2)[P](C2C=CC=CC=2)(C2C=CC=CC=2)C2C=CC=CC=2)(C2C=CC=CC=2)C2C=CC=CC=2)=CC=1. The product is [CH3:11][O:12][C:13]1[CH:18]=[CH:17][C:16]([C:2]2[C:10]3[C:5](=[CH:6][CH:7]=[CH:8][CH:9]=3)[NH:4][N:3]=2)=[CH:15][CH:14]=1. The yield is 0.0500. (2) The reactants are [C:1](=O)([O-])[O-].[K+].[K+].Br[CH2:8][C:9]([O:11][CH2:12][CH3:13])=[O:10].Cl.[C:15]([N:18]1[C:22]2[CH:23]=[CH:24][C:25]([Cl:27])=[CH:26][C:21]=2[S:20][CH:19]1[C:28]1[CH:33]=[C:32]([O:34][CH3:35])[CH:31]=[CH:30][C:29]=1[O:36][CH2:37][CH2:38][CH2:39][N:40]([CH2:44][CH2:45]OC)CCC)(=[O:17])[CH3:16].O. The catalyst is CN(C)C=O. The product is [ClH:27].[C:15]([N:18]1[C:22]2[CH:23]=[CH:24][C:25]([Cl:27])=[CH:26][C:21]=2[S:20][CH:19]1[C:28]1[CH:33]=[C:32]([O:34][CH3:35])[CH:31]=[CH:30][C:29]=1[O:36][CH2:37][CH2:38][CH2:39][N:40]([CH2:8][C:9]([O:11][CH2:12][CH3:13])=[O:10])[CH:44]([CH3:45])[CH3:1])(=[O:17])[CH3:16]. The yield is 0.900. (3) The reactants are [Br:1][C:2]1[NH:3][C:4]2[C:9]([C:10]=1[CH:11]1[CH2:16][CH2:15][CH2:14][CH2:13][CH2:12]1)=[CH:8][CH:7]=[C:6]([C:17]([O:19][CH3:20])=[O:18])[CH:5]=2.[H-].[Na+].Cl[CH2:24][S:25][C:26]1[CH:31]=[CH:30][CH:29]=[CH:28][CH:27]=1.O. The catalyst is CN(C)C=O. The product is [Br:1][C:2]1[N:3]([CH2:24][S:25][C:26]2[CH:31]=[CH:30][CH:29]=[CH:28][CH:27]=2)[C:4]2[C:9]([C:10]=1[CH:11]1[CH2:16][CH2:15][CH2:14][CH2:13][CH2:12]1)=[CH:8][CH:7]=[C:6]([C:17]([O:19][CH3:20])=[O:18])[CH:5]=2. The yield is 0.840. (4) The reactants are [NH2:1][C:2]1[CH:7]=[CH:6][C:5]([CH:8]=[CH:9][C:10]([O:12][CH3:13])=[O:11])=[C:4]([NH:14][C:15]([NH:17][C:18](=[O:28])[C:19]2[CH:24]=[C:23]([F:25])[C:22]([F:26])=[CH:21][C:20]=2[Cl:27])=[O:16])[CH:3]=1.[F:29][C:30]([F:41])([F:40])[C:31]1[CH:36]=[CH:35][CH:34]=[CH:33][C:32]=1[N:37]=[C:38]=[O:39]. The catalyst is C(#N)C. The product is [Cl:27][C:20]1[CH:21]=[C:22]([F:26])[C:23]([F:25])=[CH:24][C:19]=1[C:18]([NH:17][C:15](=[O:16])[NH:14][C:4]1[CH:3]=[C:2]([NH:1][C:38]([NH:37][C:32]2[CH:33]=[CH:34][CH:35]=[CH:36][C:31]=2[C:30]([F:29])([F:40])[F:41])=[O:39])[CH:7]=[CH:6][C:5]=1[CH:8]=[CH:9][C:10]([O:12][CH3:13])=[O:11])=[O:28]. The yield is 0.110. (5) The reactants are [CH3:1][O:2][C:3]([C:5]1[C:13]2[C:8](=[N:9][CH:10]=[CH:11][CH:12]=2)[N:7]([S:14]([C:17]2[CH:22]=[CH:21][CH:20]=[CH:19][CH:18]=2)(=[O:16])=[O:15])[C:6]=1[CH2:23]Br)=[O:4].[C:25]([CH2:27][NH:28][S:29]([C:32]1[CH:37]=[CH:36][C:35]([CH3:38])=[CH:34][CH:33]=1)(=[O:31])=[O:30])#[N:26].[H-].[Na+]. The catalyst is C1COCC1.C(Cl)Cl.C(=O)([O-])[O-].[Na+].[Na+]. The product is [CH3:1][O:2][C:3]([C:5]1[C:13]2[C:8](=[N:9][CH:10]=[CH:11][CH:12]=2)[N:7]([S:14]([C:17]2[CH:22]=[CH:21][CH:20]=[CH:19][CH:18]=2)(=[O:16])=[O:15])[C:6]=1[CH2:23][N:28]([CH2:27][C:25]#[N:26])[S:29]([C:32]1[CH:33]=[CH:34][C:35]([CH3:38])=[CH:36][CH:37]=1)(=[O:31])=[O:30])=[O:4]. The yield is 0.800. (6) The reactants are [F:1][C:2]1[CH:9]=[CH:8][CH:7]=[CH:6][C:3]=1[CH:4]=[O:5].[CH:10]1([Mg]Br)[CH2:12][CH2:11]1.[Cl-].[NH4+].O. The catalyst is CCOCC.C1COCC1. The product is [CH:10]1([CH:4]([C:3]2[CH:6]=[CH:7][CH:8]=[CH:9][C:2]=2[F:1])[OH:5])[CH2:12][CH2:11]1. The yield is 0.590. (7) The catalyst is O1CCOCC1.Cl[Pd](Cl)([P](C1C=CC=CC=1)(C1C=CC=CC=1)C1C=CC=CC=1)[P](C1C=CC=CC=1)(C1C=CC=CC=1)C1C=CC=CC=1. The reactants are Br[C:2]1[CH:7]=[CH:6][C:5]([F:8])=[CH:4][C:3]=1[C:9]([F:12])([F:11])[CH3:10].[B:13]1([B:13]2[O:17][C:16]([CH3:19])([CH3:18])[C:15]([CH3:21])([CH3:20])[O:14]2)[O:17][C:16]([CH3:19])([CH3:18])[C:15]([CH3:21])([CH3:20])[O:14]1.C([O-])(=O)C.[K+]. The yield is 0.630. The product is [F:11][C:9]([C:3]1[CH:4]=[C:5]([F:8])[CH:6]=[CH:7][C:2]=1[B:13]1[O:17][C:16]([CH3:19])([CH3:18])[C:15]([CH3:21])([CH3:20])[O:14]1)([F:12])[CH3:10]. (8) The reactants are [NH2:1][CH:2]([C:6]1[CH:11]=[CH:10][C:9]([Br:12])=[CH:8][CH:7]=1)[C:3]([OH:5])=[O:4].C(N(CC)CC)C.[C:20](O[C:20]([O:22][C:23]([CH3:26])([CH3:25])[CH3:24])=[O:21])([O:22][C:23]([CH3:26])([CH3:25])[CH3:24])=[O:21]. The catalyst is CN(C)C1C=CN=CC=1.O1CCOCC1.O.C(OCC)(=O)C. The product is [Br:12][C:9]1[CH:10]=[CH:11][C:6]([CH:2]([NH:1][C:20]([O:22][C:23]([CH3:26])([CH3:25])[CH3:24])=[O:21])[C:3]([OH:5])=[O:4])=[CH:7][CH:8]=1. The yield is 1.00.